From a dataset of Merck oncology drug combination screen with 23,052 pairs across 39 cell lines. Regression. Given two drug SMILES strings and cell line genomic features, predict the synergy score measuring deviation from expected non-interaction effect. (1) Drug 1: CN1C(=O)C=CC2(C)C3CCC4(C)C(NC(=O)OCC(F)(F)F)CCC4C3CCC12. Drug 2: NC1(c2ccc(-c3nc4ccn5c(=O)[nH]nc5c4cc3-c3ccccc3)cc2)CCC1. Cell line: HT144. Synergy scores: synergy=6.00. (2) Drug 1: Nc1ccn(C2OC(CO)C(O)C2(F)F)c(=O)n1. Drug 2: CC(C)CC(NC(=O)C(Cc1ccccc1)NC(=O)c1cnccn1)B(O)O. Cell line: ES2. Synergy scores: synergy=-6.32. (3) Drug 1: CS(=O)(=O)CCNCc1ccc(-c2ccc3ncnc(Nc4ccc(OCc5cccc(F)c5)c(Cl)c4)c3c2)o1. Drug 2: O=C(O)C1(Cc2cccc(Nc3nccs3)n2)CCC(Oc2cccc(Cl)c2F)CC1. Cell line: LNCAP. Synergy scores: synergy=-33.1. (4) Drug 2: C=CCn1c(=O)c2cnc(Nc3ccc(N4CCN(C)CC4)cc3)nc2n1-c1cccc(C(C)(C)O)n1. Synergy scores: synergy=24.9. Cell line: UACC62. Drug 1: Nc1ccn(C2OC(CO)C(O)C2(F)F)c(=O)n1. (5) Drug 1: CC1CC2C3CCC4=CC(=O)C=CC4(C)C3(F)C(O)CC2(C)C1(O)C(=O)CO. Drug 2: Cc1nc(Nc2ncc(C(=O)Nc3c(C)cccc3Cl)s2)cc(N2CCN(CCO)CC2)n1. Cell line: CAOV3. Synergy scores: synergy=52.1. (6) Drug 1: COc1cc(C2c3cc4c(cc3C(OC3OC5COC(C)OC5C(O)C3O)C3COC(=O)C23)OCO4)cc(OC)c1O. Drug 2: Cn1c(=O)n(-c2ccc(C(C)(C)C#N)cc2)c2c3cc(-c4cnc5ccccc5c4)ccc3ncc21. Cell line: HT144. Synergy scores: synergy=36.3.